Dataset: Reaction yield outcomes from USPTO patents with 853,638 reactions. Task: Predict the reaction yield, written as a fraction of the theoretical maximum amount of product (1.0 means a 100% yield; for example, 0.34 means a 34% yield). (1) The reactants are C([O:4][C:5]1[CH:6]=[C:7]2[C:12](=[CH:13][C:14]=1[O:15][CH3:16])[N:11]=[CH:10][N:9]=[C:8]2[Cl:17])(=O)C. The catalyst is N. The product is [Cl:17][C:8]1[C:7]2[C:12](=[CH:13][C:14]([O:15][CH3:16])=[C:5]([OH:4])[CH:6]=2)[N:11]=[CH:10][N:9]=1. The yield is 0.678. (2) The reactants are [C:1]([O:5][C:6]([NH:8][C@H:9]1[CH2:14][CH2:13][CH2:12][CH2:11][C@H:10]1[NH:15][C:16]1[CH:25]=[C:24]([C:26]#[N:27])[C:19]([C:20]([O:22]C)=O)=[C:18]([NH:28][C:29]2[CH:34]=[CH:33][C:32]([F:35])=[C:31]([CH3:36])[CH:30]=2)[N:17]=1)=[O:7])([CH3:4])([CH3:3])[CH3:2]. The catalyst is C(Cl)Cl.CC(O)=O.[Pt]=O. The product is [F:35][C:32]1[CH:33]=[CH:34][C:29]([NH:28][C:18]2[C:19]3[C:20](=[O:22])[NH:27][CH2:26][C:24]=3[CH:25]=[C:16]([NH:15][C@@H:10]3[CH2:11][CH2:12][CH2:13][CH2:14][C@@H:9]3[NH:8][C:6](=[O:7])[O:5][C:1]([CH3:3])([CH3:2])[CH3:4])[N:17]=2)=[CH:30][C:31]=1[CH3:36]. The yield is 0.706.